This data is from Full USPTO retrosynthesis dataset with 1.9M reactions from patents (1976-2016). The task is: Predict the reactants needed to synthesize the given product. The reactants are: [Cl:1][C:2]1[CH:7]=[C:6]([O:8][CH2:9][C:10]2[CH:15]=[CH:14][CH:13]=[CH:12][CH:11]=2)[CH:5]=[C:4]([Cl:16])[C:3]=1[OH:17].[C:18]([O:21][CH2:22][CH2:23][CH2:24][CH2:25]Br)(=[O:20])[CH3:19].C(=O)([O-])[O-].[K+].[K+].[Cl-].[Na+]. Given the product [C:18]([O:21][CH2:22][CH2:23][CH2:24][CH2:25][O:17][C:3]1[C:2]([Cl:1])=[CH:7][C:6]([O:8][CH2:9][C:10]2[CH:15]=[CH:14][CH:13]=[CH:12][CH:11]=2)=[CH:5][C:4]=1[Cl:16])(=[O:20])[CH3:19], predict the reactants needed to synthesize it.